This data is from Full USPTO retrosynthesis dataset with 1.9M reactions from patents (1976-2016). The task is: Predict the reactants needed to synthesize the given product. (1) Given the product [CH3:25][N:17]([CH:14]1[CH2:13][CH2:12][CH:11]([C:5]2[C:4]3[C:8](=[CH:9][CH:10]=[C:2]([NH:1][C:32]([C:28]4[S:27][CH:31]=[CH:30][CH:29]=4)=[NH:33])[CH:3]=3)[NH:7][CH:6]=2)[CH2:16][CH2:15]1)[C:18](=[O:24])[O:19][C:20]([CH3:21])([CH3:22])[CH3:23], predict the reactants needed to synthesize it. The reactants are: [NH2:1][C:2]1[CH:3]=[C:4]2[C:8](=[CH:9][CH:10]=1)[NH:7][CH:6]=[C:5]2[CH:11]1[CH2:16][CH2:15][CH:14]([N:17]([CH3:25])[C:18](=[O:24])[O:19][C:20]([CH3:23])([CH3:22])[CH3:21])[CH2:13][CH2:12]1.I.[S:27]1[CH:31]=[CH:30][CH:29]=[C:28]1[C:32](SC)=[NH:33]. (2) Given the product [CH3:12][C:11]1([CH3:13])[CH2:10][C:4]2[C:5]([OH:9])=[CH:6][CH:7]=[CH:8][C:3]=2[CH2:2][O:1]1, predict the reactants needed to synthesize it. The reactants are: [OH:1][CH2:2][C:3]1[C:4]([CH2:10][C:11]([CH3:13])=[CH2:12])=[C:5]([OH:9])[CH:6]=[CH:7][CH:8]=1. (3) Given the product [NH2:28][C:27]1[CH:26]=[C:25]([C:23]#[C:24][C:2]2[N:7]=[C:6]([NH:8][C:9](=[O:15])[O:10][C:11]([CH3:14])([CH3:13])[CH3:12])[CH:5]=[CH:4][CH:3]=2)[CH:31]=[CH:30][CH:29]=1, predict the reactants needed to synthesize it. The reactants are: I[C:2]1[N:7]=[C:6]([NH:8][C:9](=[O:15])[O:10][C:11]([CH3:14])([CH3:13])[CH3:12])[CH:5]=[CH:4][CH:3]=1.C(N(CC)CC)C.[C:23]([C:25]1[CH:26]=[C:27]([CH:29]=[CH:30][CH:31]=1)[NH2:28])#[CH:24]. (4) The reactants are: [NH2:1][C:2]1[N:7]=[CH:6][N:5]=[C:4]([NH:8][C@H:9]([C:11]2[N:20]([C:21]3[CH:26]=[CH:25][CH:24]=[CH:23][CH:22]=3)[C:19](=[O:27])[C:18]3[C:13](=[CH:14][CH:15]=[CH:16][C:17]=3Cl)[N:12]=2)[CH3:10])[C:3]=1[C:29]1[O:30][C:31]([CH3:34])=[N:32][N:33]=1.[CH3:35][N:36]1[CH:40]=[C:39](B2OC(C)(C)C(C)(C)O2)[CH:38]=[N:37]1.C([O-])([O-])=O.[Na+].[Na+].C(Cl)Cl. Given the product [NH2:1][C:2]1[N:7]=[CH:6][N:5]=[C:4]([NH:8][C@H:9]([C:11]2[N:20]([C:21]3[CH:26]=[CH:25][CH:24]=[CH:23][CH:22]=3)[C:19](=[O:27])[C:18]3[C:13](=[CH:14][CH:15]=[CH:16][C:17]=3[C:39]3[CH:38]=[N:37][N:36]([CH3:35])[CH:40]=3)[N:12]=2)[CH3:10])[C:3]=1[C:29]1[O:30][C:31]([CH3:34])=[N:32][N:33]=1, predict the reactants needed to synthesize it. (5) The reactants are: [CH3:1][O:2][C:3]1[CH:4]=[C:5]2[C:10](=[CH:11][C:12]=1[O:13][CH2:14][C@H:15]1[CH2:17][O:16]1)[N:9]=[CH:8][N:7]=[C:6]2[O:18][C:19]1[CH:20]=[C:21]2[C:25](=[CH:26][CH:27]=1)[NH:24][CH:23]=[C:22]2[CH3:28].[NH2:29][CH2:30][CH2:31][CH2:32][N:33]1[CH2:38][CH2:37][O:36][CH2:35][CH2:34]1. Given the product [OH:16][C@H:15]([CH2:17][NH:29][CH2:30][CH2:31][CH2:32][N:33]1[CH2:38][CH2:37][O:36][CH2:35][CH2:34]1)[CH2:14][O:13][C:12]1[CH:11]=[C:10]2[C:5]([C:6]([O:18][C:19]3[CH:20]=[C:21]4[C:25](=[CH:26][CH:27]=3)[NH:24][CH:23]=[C:22]4[CH3:28])=[N:7][CH:8]=[N:9]2)=[CH:4][C:3]=1[O:2][CH3:1], predict the reactants needed to synthesize it. (6) Given the product [O:11]1[CH:12]=[C:8]([C:6]2[N:7]=[C:2]([NH:25][C:26]3[CH:35]=[C:34]4[C:29]([CH2:30][CH2:31][C:32](=[O:36])[NH:33]4)=[CH:28][CH:27]=3)[C:3]3[NH:15][N:14]=[CH:13][C:4]=3[N:5]=2)[N:9]=[CH:10]1, predict the reactants needed to synthesize it. The reactants are: Cl[C:2]1[C:3]2[C:4](=[CH:13][N:14](CC3C=CC(OC)=CC=3)[N:15]=2)[N:5]=[C:6]([C:8]2[N:9]=[CH:10][O:11][CH:12]=2)[N:7]=1.[NH2:25][C:26]1[CH:35]=[C:34]2[C:29]([CH2:30][CH2:31][C:32](=[O:36])[NH:33]2)=[CH:28][CH:27]=1.Cl.